This data is from Full USPTO retrosynthesis dataset with 1.9M reactions from patents (1976-2016). The task is: Predict the reactants needed to synthesize the given product. (1) The reactants are: [CH3:1][O:2][C:3]([CH:5]1[CH2:14][C:13]2[CH:12]=[C:11]3[O:15][CH2:16][C@H:17]([C:19]4[CH:24]=[CH:23][C:22]([OH:25])=[CH:21][CH:20]=4)[O:18][C:10]3=[CH:9][C:8]=2[CH2:7][N:6]1[C@H:26]([C:29]1[CH:34]=[CH:33][CH:32]=[CH:31][CH:30]=1)[CH2:27][CH3:28])=[O:4].[C:35]1(B(O)O)[CH:40]=[CH:39][CH:38]=[CH:37][CH:36]=1. Given the product [CH3:1][O:2][C:3]([C@@H:5]1[CH2:14][C:13]2[CH:12]=[C:11]3[O:15][CH2:16][C@H:17]([C:19]4[CH:24]=[CH:23][C:22]([O:25][C:35]5[CH:40]=[CH:39][CH:38]=[CH:37][CH:36]=5)=[CH:21][CH:20]=4)[O:18][C:10]3=[CH:9][C:8]=2[CH2:7][N:6]1[C@H:26]([C:29]1[CH:30]=[CH:31][CH:32]=[CH:33][CH:34]=1)[CH2:27][CH3:28])=[O:4], predict the reactants needed to synthesize it. (2) Given the product [CH3:25][C:26]1([CH3:42])[C:30]([CH3:32])([CH3:31])[O:29][B:28]([C:7]2[CH2:12][CH2:11][N:10]([C:13]([O:15][CH2:16][C:17]3[CH:22]=[CH:21][CH:20]=[CH:19][CH:18]=3)=[O:14])[CH2:9][CH:8]=2)[O:27]1, predict the reactants needed to synthesize it. The reactants are: FC(F)(F)S(O[C:7]1[CH2:12][CH2:11][N:10]([C:13]([O:15][CH2:16][C:17]2[CH:22]=[CH:21][CH:20]=[CH:19][CH:18]=2)=[O:14])[CH2:9][CH:8]=1)(=O)=O.[CH3:25][C:26]1([CH3:42])[C:30]([CH3:32])([CH3:31])[O:29][B:28]([B:28]2[O:29][C:30]([CH3:32])([CH3:31])[C:26]([CH3:42])([CH3:25])[O:27]2)[O:27]1.C([O-])(=O)C.[K+]. (3) Given the product [Br:8][C:5]1[CH:6]=[CH:7][C:2]([O:9][C:10]2[CH:11]=[N:12][CH:13]=[N:14][CH:15]=2)=[N:3][CH:4]=1, predict the reactants needed to synthesize it. The reactants are: Br[C:2]1[CH:7]=[CH:6][C:5]([Br:8])=[CH:4][N:3]=1.[OH:9][C:10]1[CH:11]=[N:12][CH:13]=[N:14][CH:15]=1.C(=O)([O-])[O-].[Cs+].[Cs+]. (4) Given the product [CH3:1][C:2]1[CH:3]=[C:4]([C:10](=[O:18])[CH2:11][CH2:12][C:13]([O:15][CH2:16][CH3:17])=[O:14])[CH:5]=[CH:6][C:7]=1[CH3:8], predict the reactants needed to synthesize it. The reactants are: [CH3:1][C:2]1[CH:3]=[CH:4][CH:5]=[CH:6][C:7]=1[CH3:8].Cl[C:10](=[O:18])[CH2:11][CH2:12][C:13]([O:15][CH2:16][CH3:17])=[O:14].[Cl-].[Al+3].[Cl-].[Cl-].Cl. (5) The reactants are: Br[C:2]1[CH:3]=[CH:4][C:5]([O:8][CH3:9])=[N:6][CH:7]=1.[Li]CCCC.[CH:15]1([C:18]2[N:22]([C:23]([O:25][C:26]([CH3:29])([CH3:28])[CH3:27])=[O:24])[C:21]3[CH:30]=[C:31]([C:40]4[C:41]([CH3:46])=[N:42][O:43][C:44]=4[CH3:45])[CH:32]=[C:33]([C:34](=[O:39])N(OC)C)[C:20]=3[N:19]=2)[CH2:17][CH2:16]1. Given the product [CH:15]1([C:18]2[N:22]([C:23]([O:25][C:26]([CH3:29])([CH3:28])[CH3:27])=[O:24])[C:21]3[CH:30]=[C:31]([C:40]4[C:41]([CH3:46])=[N:42][O:43][C:44]=4[CH3:45])[CH:32]=[C:33]([C:34](=[O:39])[C:2]4[CH:3]=[CH:4][C:5]([O:8][CH3:9])=[N:6][CH:7]=4)[C:20]=3[N:19]=2)[CH2:16][CH2:17]1, predict the reactants needed to synthesize it.